From a dataset of Forward reaction prediction with 1.9M reactions from USPTO patents (1976-2016). Predict the product of the given reaction. Given the reactants [Br:1][C:2]1[CH:3]=[C:4]([NH2:11])[C:5]([NH2:10])=[CH:6][C:7]=1[O:8][CH3:9].[CH:12](OCC)(OCC)OCC, predict the reaction product. The product is: [Br:1][C:2]1[C:7]([O:8][CH3:9])=[CH:6][C:5]2[NH:10][CH:12]=[N:11][C:4]=2[CH:3]=1.